From a dataset of NCI-60 drug combinations with 297,098 pairs across 59 cell lines. Regression. Given two drug SMILES strings and cell line genomic features, predict the synergy score measuring deviation from expected non-interaction effect. (1) Drug 1: C1=CC(=CC=C1CCC2=CNC3=C2C(=O)NC(=N3)N)C(=O)NC(CCC(=O)O)C(=O)O. Drug 2: CC=C1C(=O)NC(C(=O)OC2CC(=O)NC(C(=O)NC(CSSCCC=C2)C(=O)N1)C(C)C)C(C)C. Cell line: HCT116. Synergy scores: CSS=61.0, Synergy_ZIP=1.83, Synergy_Bliss=0.565, Synergy_Loewe=-3.18, Synergy_HSA=1.67. (2) Drug 1: CC1=C(C(CCC1)(C)C)C=CC(=CC=CC(=CC(=O)O)C)C. Drug 2: CC1=C(N=C(N=C1N)C(CC(=O)N)NCC(C(=O)N)N)C(=O)NC(C(C2=CN=CN2)OC3C(C(C(C(O3)CO)O)O)OC4C(C(C(C(O4)CO)O)OC(=O)N)O)C(=O)NC(C)C(C(C)C(=O)NC(C(C)O)C(=O)NCCC5=NC(=CS5)C6=NC(=CS6)C(=O)NCCC[S+](C)C)O. Cell line: SK-OV-3. Synergy scores: CSS=8.99, Synergy_ZIP=-4.63, Synergy_Bliss=-2.60, Synergy_Loewe=-0.390, Synergy_HSA=-0.209. (3) Drug 1: C1=C(C(=O)NC(=O)N1)F. Drug 2: CC(C)CN1C=NC2=C1C3=CC=CC=C3N=C2N. Cell line: NCI-H522. Synergy scores: CSS=5.75, Synergy_ZIP=-9.02, Synergy_Bliss=-13.7, Synergy_Loewe=-15.4, Synergy_HSA=-15.3. (4) Drug 1: CC(C)NC(=O)C1=CC=C(C=C1)CNNC.Cl. Drug 2: CC12CCC3C(C1CCC2OP(=O)(O)O)CCC4=C3C=CC(=C4)OC(=O)N(CCCl)CCCl.[Na+]. Cell line: NCI-H522. Synergy scores: CSS=3.66, Synergy_ZIP=0.709, Synergy_Bliss=3.94, Synergy_Loewe=-0.0645, Synergy_HSA=-0.988. (5) Synergy scores: CSS=1.70, Synergy_ZIP=-0.818, Synergy_Bliss=-1.58, Synergy_Loewe=-1.00, Synergy_HSA=-1.56. Cell line: OVCAR-4. Drug 2: B(C(CC(C)C)NC(=O)C(CC1=CC=CC=C1)NC(=O)C2=NC=CN=C2)(O)O. Drug 1: CC1=C(C=C(C=C1)NC2=NC=CC(=N2)N(C)C3=CC4=NN(C(=C4C=C3)C)C)S(=O)(=O)N.Cl.